From a dataset of Forward reaction prediction with 1.9M reactions from USPTO patents (1976-2016). Predict the product of the given reaction. (1) Given the reactants [CH3:1][S:2]([C:5]1[CH:6]=[C:7]([C:11]2[CH:16]=[CH:15][C:14]([N:17]3[CH:21]=[C:20]([C:22]([OH:25])([CH3:24])[CH3:23])[N:19]=[C:18]3[C:26]3[CH:31]=[CH:30][CH:29]=[CH:28][C:27]=3[C:32]([F:35])([F:34])[F:33])=[CH:13][CH:12]=2)[CH:8]=[CH:9][CH:10]=1)(=[O:4])=[O:3].[Br:36]N1C(=O)CCC1=O, predict the reaction product. The product is: [Br:36][C:21]1[N:17]([C:14]2[CH:15]=[CH:16][C:11]([C:7]3[CH:8]=[CH:9][CH:10]=[C:5]([S:2]([CH3:1])(=[O:4])=[O:3])[CH:6]=3)=[CH:12][CH:13]=2)[C:18]([C:26]2[CH:31]=[CH:30][CH:29]=[CH:28][C:27]=2[C:32]([F:35])([F:34])[F:33])=[N:19][C:20]=1[C:22]([OH:25])([CH3:24])[CH3:23]. (2) The product is: [CH3:2][CH:3]([CH3:7])[C:4](=[O:6])[CH2:5][C:8](=[O:14])[C:9]([O:11][CH2:12][CH3:13])=[O:10]. Given the reactants [Na].[CH3:2][CH:3]([CH3:7])[C:4](=[O:6])[CH3:5].[C:8](OCC)(=[O:14])[C:9]([O:11][CH2:12][CH3:13])=[O:10].S(=O)(=O)(O)O, predict the reaction product. (3) The product is: [C:13]([NH:17][S:18]([C:21]1[C:22]([C:27]2[CH:32]=[CH:31][C:30]([C:2]3[CH:3]=[C:4]4[C:10]([CH:11]=[O:12])=[CH:9][NH:8][C:5]4=[N:6][CH:7]=3)=[C:29]([F:42])[CH:28]=2)=[CH:23][CH:24]=[CH:25][CH:26]=1)(=[O:20])=[O:19])([CH3:16])([CH3:14])[CH3:15]. Given the reactants Br[C:2]1[CH:3]=[C:4]2[C:10]([CH:11]=[O:12])=[CH:9][NH:8][C:5]2=[N:6][CH:7]=1.[C:13]([NH:17][S:18]([C:21]1[C:22]([C:27]2[CH:32]=[CH:31][C:30](B3OC(C)(C)C(C)(C)O3)=[C:29]([F:42])[CH:28]=2)=[CH:23][CH:24]=[CH:25][CH:26]=1)(=[O:20])=[O:19])([CH3:16])([CH3:15])[CH3:14], predict the reaction product. (4) Given the reactants [CH3:1][C:2]1([CH3:12])[N:7]([OH:8])[C:6]([CH3:10])([CH3:9])[CH2:5][CH:4]([OH:11])[CH2:3]1.CN(CCN(CCN(C)C)C)C.Cl[CH:26]([CH3:36])[C:27]([NH:29][CH2:30][CH2:31][CH2:32][N:33]([CH3:35])[CH3:34])=[O:28], predict the reaction product. The product is: [CH3:35][N:33]([CH3:34])[CH2:32][CH2:31][CH2:30][NH:29][C:27](=[O:28])[CH:26]([O:8][N:7]1[C:2]([CH3:12])([CH3:1])[CH2:3][CH:4]([OH:11])[CH2:5][C:6]1([CH3:10])[CH3:9])[CH3:36]. (5) The product is: [OH:11][C:3]1[C:2]([CH3:1])=[C:9]([O:10][CH2:19][CH2:20][CH3:21])[CH:8]=[CH:7][C:4]=1[CH:5]=[O:6]. Given the reactants [CH3:1][C:2]1[C:3]([OH:11])=[C:4]([CH:7]=[CH:8][C:9]=1[OH:10])[CH:5]=[O:6].C([O-])([O-])=O.[K+].[K+].Br[CH2:19][CH2:20][CH3:21], predict the reaction product. (6) Given the reactants Br[C:2]1[N:7]2[CH:8]=[N:9][N:10]=[C:6]2[C:5](=[O:11])[N:4]([CH3:12])[CH:3]=1.[CH:13]1([CH2:16][O:17][C:18]2[CH:23]=[CH:22][C:21]([S:24]([CH3:27])(=[O:26])=[O:25])=[CH:20][C:19]=2B2OC(C)(C)C(C)(C)O2)[CH2:15][CH2:14]1.[O-]P([O-])([O-])=O.[K+].[K+].[K+].N#N, predict the reaction product. The product is: [CH:13]1([CH2:16][O:17][C:18]2[CH:23]=[CH:22][C:21]([S:24]([CH3:27])(=[O:26])=[O:25])=[CH:20][C:19]=2[C:2]2[N:7]3[CH:8]=[N:9][N:10]=[C:6]3[C:5](=[O:11])[N:4]([CH3:12])[CH:3]=2)[CH2:14][CH2:15]1. (7) Given the reactants Cl.FC(F)(F)CC[N:6]1[CH2:15][CH2:14][C:13]2[C:12]([NH:16][C:17]3[CH:26]=[CH:25][C:20]4[O:21][CH2:22][CH2:23][O:24][C:19]=4[CH:18]=3)=[N:11][CH:10]=[N:9][C:8]=2[CH2:7]1.[C:29]1([CH3:38])[CH:34]=[CH:33][CH:32]=[C:31](B(O)O)[CH:30]=1.C(N(CC)CC)C, predict the reaction product. The product is: [O:21]1[CH2:22][CH2:23][O:24][C:19]2[CH:18]=[C:17]([NH:16][C:12]3[C:13]4[CH2:14][CH2:15][N:6]([C:31]5[CH:30]=[C:29]([CH3:38])[CH:34]=[CH:33][CH:32]=5)[CH2:7][C:8]=4[N:9]=[CH:10][N:11]=3)[CH:26]=[CH:25][C:20]1=2. (8) Given the reactants [F:1][C:2]1[CH:18]=[CH:17][C:5]([C:6]([CH:8]2[CH2:15][C:11]3[S:12][CH:13]=[CH:14][C:10]=3[C:9]2=O)=O)=[CH:4][CH:3]=1.O.[NH2:20][NH2:21].C(O)(=O)C, predict the reaction product. The product is: [F:1][C:2]1[CH:18]=[CH:17][C:5]([C:6]2[C:8]3[CH2:15][C:11]4[S:12][CH:13]=[CH:14][C:10]=4[C:9]=3[NH:21][N:20]=2)=[CH:4][CH:3]=1. (9) Given the reactants [C:1]([O:5][C:6]([NH:8][C@@H:9]([C:11]1[CH:20]=[CH:19][C:18]2[C:13](=[CH:14][C:15](/[CH:21]=[CH:22]/[C:23]([CH2:29][F:30])([CH2:27][F:28])[C:24]([OH:26])=[O:25])=[CH:16][CH:17]=2)[N:12]=1)[CH3:10])=[O:7])([CH3:4])([CH3:3])[CH3:2].C(N(CC)C(C)C)(C)C.CC1C=CC=C([N+]([O-])=O)C=1C(OC(=O)C1C([N+]([O-])=O)=CC=CC=1C)=O.[Cl:65][C:66]([Cl:90])([Cl:89])[CH2:67][O:68][C:69]([C@@H:71]1[CH2:76][CH2:75][CH2:74][N:73]([C:77](=[O:88])[C@@H:78]([NH:80][C:81](=[O:87])[C@@H:82](O)[CH:83]([CH3:85])[CH3:84])[CH3:79])[NH:72]1)=[O:70], predict the reaction product. The product is: [Cl:89][C:66]([Cl:65])([Cl:90])[CH2:67][O:68][C:69]([C@@H:71]1[CH2:76][CH2:75][CH2:74][N:73]([C:77](=[O:88])[C@@H:78]([NH:80][C:81](=[O:87])[C@@H:82]([O:25][C:24](=[O:26])[C:23]([CH2:27][F:28])([CH2:29][F:30])/[CH:22]=[CH:21]/[C:15]2[CH:14]=[C:13]3[C:18]([CH:19]=[CH:20][C:11]([C@H:9]([NH:8][C:6]([O:5][C:1]([CH3:3])([CH3:2])[CH3:4])=[O:7])[CH3:10])=[N:12]3)=[CH:17][CH:16]=2)[CH:83]([CH3:84])[CH3:85])[CH3:79])[NH:72]1)=[O:70].